This data is from Catalyst prediction with 721,799 reactions and 888 catalyst types from USPTO. The task is: Predict which catalyst facilitates the given reaction. Reactant: [CH:1]1([N:6]2[CH2:12][C:11]([CH3:14])([CH3:13])[C:10](=[O:15])[N:9]([CH3:16])[C:8]3[CH:17]=[N:18][C:19]([NH:21][C:22]4[CH:30]=[CH:29][C:25]([C:26]([OH:28])=O)=[CH:24][C:23]=4[O:31][CH3:32])=[N:20][C:7]2=3)[CH2:5][CH2:4][CH2:3][CH2:2]1.CCN(C(C)C)C(C)C.CN(C(ON1N=NC2C=CC=CC1=2)=[N+](C)C)C.[B-](F)(F)(F)F.[NH2:64][N:65]1[CH2:70][CH2:69][N:68]([CH3:71])[CH2:67][CH2:66]1. Product: [CH:1]1([N:6]2[CH2:12][C:11]([CH3:13])([CH3:14])[C:10](=[O:15])[N:9]([CH3:16])[C:8]3[CH:17]=[N:18][C:19]([NH:21][C:22]4[CH:30]=[CH:29][C:25]([C:26]([NH:64][N:65]5[CH2:70][CH2:69][N:68]([CH3:71])[CH2:67][CH2:66]5)=[O:28])=[CH:24][C:23]=4[O:31][CH3:32])=[N:20][C:7]2=3)[CH2:2][CH2:3][CH2:4][CH2:5]1. The catalyst class is: 3.